Regression. Given a peptide amino acid sequence and an MHC pseudo amino acid sequence, predict their binding affinity value. This is MHC class I binding data. From a dataset of Peptide-MHC class I binding affinity with 185,985 pairs from IEDB/IMGT. The peptide sequence is QSDIAGAIH. The MHC is HLA-A11:01 with pseudo-sequence HLA-A11:01. The binding affinity (normalized) is 0.0847.